Dataset: Forward reaction prediction with 1.9M reactions from USPTO patents (1976-2016). Task: Predict the product of the given reaction. The product is: [CH3:22][O:21][C:19](=[O:20])[C:18]1[CH:23]=[CH:24][C:15]([O:13][CH2:12][C:5]2[C:6]([CH2:9][CH2:10][CH3:11])=[N:7][O:8][C:4]=2[CH3:3])=[N:16][CH:17]=1. Given the reactants [H-].[Na+].[CH3:3][C:4]1[O:8][N:7]=[C:6]([CH2:9][CH2:10][CH3:11])[C:5]=1[CH2:12][OH:13].Cl[C:15]1[CH:24]=[CH:23][C:18]([C:19]([O:21][CH3:22])=[O:20])=[CH:17][N:16]=1.O, predict the reaction product.